Dataset: Forward reaction prediction with 1.9M reactions from USPTO patents (1976-2016). Task: Predict the product of the given reaction. (1) Given the reactants [CH2:1]([O:3][C:4](=[O:19])[CH2:5][CH:6]1[NH:11][CH2:10][CH2:9][N:8]([C:12]([O:14][C:15]([CH3:18])([CH3:17])[CH3:16])=[O:13])[CH2:7]1)[CH3:2].[Cl:20][C:21]1[CH:22]=[C:23]2[C:28](=[CH:29][CH:30]=1)[CH:27]=[C:26]([S:31]([CH2:34][CH2:35][C:36](O)=[O:37])(=[O:33])=[O:32])[CH:25]=[CH:24]2.C1C=CC2N(O)N=NC=2C=1.CCN=C=NCCCN(C)C.C(=O)([O-])[O-].[K+].[K+], predict the reaction product. The product is: [Cl:20][C:21]1[CH:22]=[C:23]2[C:28](=[CH:29][CH:30]=1)[CH:27]=[C:26]([S:31]([CH2:34][CH2:35][C:36]([N:11]1[CH2:10][CH2:9][N:8]([C:12]([O:14][C:15]([CH3:18])([CH3:17])[CH3:16])=[O:13])[CH2:7][CH:6]1[CH2:5][C:4]([O:3][CH2:1][CH3:2])=[O:19])=[O:37])(=[O:32])=[O:33])[CH:25]=[CH:24]2. (2) Given the reactants [Cl:1][C:2]1[C:3]([Cl:11])=[N:4][CH:5]=[C:6]([CH:10]=1)[C:7](O)=[O:8].C(Cl)(C([Cl:16])=O)=O, predict the reaction product. The product is: [Cl:1][C:2]1[C:3]([Cl:11])=[N:4][CH:5]=[C:6]([CH:10]=1)[C:7]([Cl:16])=[O:8]. (3) Given the reactants Br[C:2]1[CH:3]=[C:4]([CH:7]=[C:8](Br)[CH:9]=1)[CH:5]=O.[C:11]([C:14]1[CH:19]=[CH:18][CH:17]=[CH:16][N:15]=1)(=O)[CH3:12].[I-].BrC1N=C(C(=O)C[N+:30]2[CH:35]=[CH:34][CH:33]=[CH:32][CH:31]=2)C=CC=1.BrC1N=[C:42]([C:44]2[CH:49]=[C:48]([C:50]3[CH:55]=[C:54](Br)[CH:53]=[C:52](Br)[CH:51]=3)[CH:47]=[C:46]([C:58]3[CH:63]=[CH:62][CH:61]=[CH:60]N=3)N=2)C=CC=1.[CH:64]1C2C3C=CC=CC=3NC=2C=CN=1.BrC1C=C(C2C=C(C3C=CC=CN=3)N=C(C3C=[CH:101][CH:100]=[C:99]([N:103]4C5C=CC=CC=5[C:105]5[CH:112]=[N:113][CH:114]=C[C:104]4=5)[N:98]=3)C=2)C=C(Br)C=1.C1(B(O)O)C=CC=CC=1.C(=O)([O-])[O-].[K+].[K+], predict the reaction product. The product is: [CH:114]1[C:5]2[C:4]3[CH:7]=[CH:8][CH:9]=[CH:2][C:3]=3[N:103]([C:99]3[N:98]=[C:11]([C:14]4[CH:19]=[C:18]([C:44]5[CH:42]=[C:46]([C:58]6[CH:63]=[CH:62][CH:61]=[CH:60][CH:64]=6)[CH:47]=[C:48]([C:50]6[CH:51]=[CH:52][CH:53]=[CH:54][CH:55]=6)[CH:49]=5)[CH:17]=[C:16]([C:35]5[CH:34]=[CH:33][CH:32]=[CH:31][N:30]=5)[N:15]=4)[CH:12]=[CH:101][CH:100]=3)[C:104]=2[CH:105]=[CH:112][N:113]=1. (4) Given the reactants COC[O:4][C:5]1[CH:31]=[CH:30][C:8]([C:9]([NH:11][CH2:12][C:13]2[CH:14]=[CH:15][C:16]3[N:17]([C:19]([CH2:22][CH2:23][C:24]4[CH:29]=[CH:28][CH:27]=[CH:26][CH:25]=4)=[N:20][CH:21]=3)[CH:18]=2)=[O:10])=[CH:7][CH:6]=1, predict the reaction product. The product is: [OH:4][C:5]1[CH:31]=[CH:30][C:8]([C:9]([NH:11][CH2:12][C:13]2[CH:14]=[CH:15][C:16]3[N:17]([C:19]([CH2:22][CH2:23][C:24]4[CH:29]=[CH:28][CH:27]=[CH:26][CH:25]=4)=[N:20][CH:21]=3)[CH:18]=2)=[O:10])=[CH:7][CH:6]=1. (5) Given the reactants [C:1]1([PH:7](=[O:14])[C:8]2[CH:13]=[CH:12][CH:11]=[CH:10][CH:9]=2)[CH:6]=[CH:5][CH:4]=[CH:3][CH:2]=1.Br[CH:16]=[CH2:17].CCN(CC)CC, predict the reaction product. The product is: [C:1]1([P:7](=[O:14])([C:8]2[CH:13]=[CH:12][CH:11]=[CH:10][CH:9]=2)[CH:16]=[CH2:17])[CH:2]=[CH:3][CH:4]=[CH:5][CH:6]=1.